Dataset: Full USPTO retrosynthesis dataset with 1.9M reactions from patents (1976-2016). Task: Predict the reactants needed to synthesize the given product. (1) Given the product [CH3:25][O:24][C:22]1[CH:21]=[C:20]2[C:15]([C:16](=[O:34])[N:17]([CH2:26][O:27][C:28](=[O:33])[C:29]([CH3:31])([CH3:30])[CH3:32])[CH:18]=[N:19]2)=[C:14]([O:13][CH:55]2[CH2:60][CH2:59][N:58]([CH3:61])[CH2:57][CH2:56]2)[CH:23]=1, predict the reactants needed to synthesize it. The reactants are: N(C(OC(C)(C)C)=O)=NC([O-])=O.[OH:13][C:14]1[CH:23]=[C:22]([O:24][CH3:25])[CH:21]=[C:20]2[C:15]=1[C:16](=[O:34])[N:17]([CH2:26][O:27][C:28](=[O:33])[C:29]([CH3:32])([CH3:31])[CH3:30])[CH:18]=[N:19]2.C1(P(C2C=CC=CC=2)C2C=CC=CC=2)C=CC=CC=1.O[CH:55]1[CH2:60][CH2:59][N:58]([CH3:61])[CH2:57][CH2:56]1. (2) Given the product [NH:68]1[CH:69]=[CH:70][N:71]=[C:67]1[NH:66][C:23]([C:22]1[C:16]2[NH:15][C:14]([NH:13][C:11]([C:3]3[N:2]=[CH:1][C:10]4[C:5]([CH:4]=3)=[CH:6][CH:7]=[CH:8][CH:9]=4)=[O:12])=[N:18][C:17]=2[CH:19]=[CH:20][C:21]=1[O:26][CH3:27])=[O:25], predict the reactants needed to synthesize it. The reactants are: [CH:1]1[C:10]2[C:5](=[CH:6][CH:7]=[CH:8][CH:9]=2)[CH:4]=[C:3]([C:11]([NH:13][C:14]2[NH:18][C:17]3[CH:19]=[CH:20][C:21]([O:26][CH3:27])=[C:22]([C:23]([OH:25])=O)[C:16]=3[N:15]=2)=[O:12])[N:2]=1.CN(C(ON1N=NC2C=CC=CC1=2)=[N+](C)C)C.F[P-](F)(F)(F)(F)F.CCN(C(C)C)C(C)C.S(O)(O)(=O)=O.[NH2:66][C:67]1[NH:68][CH:69]=[CH:70][N:71]=1. (3) Given the product [CH3:2][C:1]([O:4][CH2:5][C:6]1[CH2:7][S:8][C@@H:9]2[C@H:16]([NH:17][C:38]([CH2:33][CH2:24][CH2:25][C:34]([OH:36])=[O:35])=[O:39])[C:15](=[O:18])[N:10]2[C:11]=1[C:12]([OH:14])=[O:13])=[O:3], predict the reactants needed to synthesize it. The reactants are: [C:1]([O:4][CH2:5][C:6]1[CH2:7][S:8][C@@H:9]2[CH:16]([NH2:17])[C:15](=[O:18])[N:10]2[C:11]=1[C:12]([OH:14])=[O:13])(=[O:3])[CH3:2].CC(OC[C:24]1[CH2:33]S[C@@H]2[C@H](N)C(=O)N2[C:25]=1[C:34]([OH:36])=[O:35])=O.C[C:38](OCC1CS[C@@H]2[C@H](NC(CCC[C@@H](N)C(O)=O)=O)C(=O)N2C=1C(O)=O)=[O:39]. (4) Given the product [ClH:53].[ClH:66].[NH2:8][C@@H:9]([CH2:56][CH2:57][NH2:58])[C:10]([NH:12][C@H:13]([C:15]([O:17][CH2:18][CH2:19][O:20][C:21]1[CH:22]=[CH:23][C:24]([C:27]2[C:32]([C:33]#[N:34])=[C:31]([N:35]3[CH2:36][CH2:37][CH2:38][CH2:39]3)[N:30]=[C:29]([S:40][CH2:41][C:42]3[N:43]=[C:44]([C:47]4[CH:48]=[CH:49][C:50]([Cl:53])=[CH:51][CH:52]=4)[S:45][CH:46]=3)[C:28]=2[C:54]#[N:55])=[CH:25][CH:26]=1)=[O:16])[CH3:14])=[O:11], predict the reactants needed to synthesize it. The reactants are: C(OC([NH:8][C@@H:9]([CH2:56][CH2:57][NH:58]C(OC(C)(C)C)=O)[C:10]([NH:12][C@H:13]([C:15]([O:17][CH2:18][CH2:19][O:20][C:21]1[CH:26]=[CH:25][C:24]([C:27]2[C:32]([C:33]#[N:34])=[C:31]([N:35]3[CH2:39][CH2:38][CH2:37][CH2:36]3)[N:30]=[C:29]([S:40][CH2:41][C:42]3[N:43]=[C:44]([C:47]4[CH:52]=[CH:51][C:50]([Cl:53])=[CH:49][CH:48]=4)[S:45][CH:46]=3)[C:28]=2[C:54]#[N:55])=[CH:23][CH:22]=1)=[O:16])[CH3:14])=[O:11])=O)(C)(C)C.[ClH:66]. (5) Given the product [CH3:17][O:9][C:7](=[O:8])[C:6]([NH:5][C:3]([O:2][CH3:1])=[O:4])=[C:10]1[CH2:29][CH2:30][O:25][CH2:26][CH2:27]1, predict the reactants needed to synthesize it. The reactants are: [CH3:1][O:2][C:3]([N:5](P(OC)(OC)=O)[CH:6]([CH3:10])[C:7]([O-:9])=[O:8])=[O:4].[CH3:17]N(C)C(N(C)C)=N.[O:25]1[CH2:30][CH2:29]C(=O)[CH2:27][CH2:26]1.